Dataset: NCI-60 drug combinations with 297,098 pairs across 59 cell lines. Task: Regression. Given two drug SMILES strings and cell line genomic features, predict the synergy score measuring deviation from expected non-interaction effect. (1) Drug 1: CS(=O)(=O)OCCCCOS(=O)(=O)C. Drug 2: CN(C(=O)NC(C=O)C(C(C(CO)O)O)O)N=O. Cell line: U251. Synergy scores: CSS=7.45, Synergy_ZIP=-6.69, Synergy_Bliss=-7.65, Synergy_Loewe=-6.43, Synergy_HSA=-4.77. (2) Drug 1: CC1CCC2CC(C(=CC=CC=CC(CC(C(=O)C(C(C(=CC(C(=O)CC(OC(=O)C3CCCCN3C(=O)C(=O)C1(O2)O)C(C)CC4CCC(C(C4)OC)O)C)C)O)OC)C)C)C)OC. Drug 2: CN(CCCl)CCCl.Cl. Cell line: DU-145. Synergy scores: CSS=55.6, Synergy_ZIP=-6.95, Synergy_Bliss=-6.03, Synergy_Loewe=-2.52, Synergy_HSA=-2.03.